From a dataset of NCI-60 drug combinations with 297,098 pairs across 59 cell lines. Regression. Given two drug SMILES strings and cell line genomic features, predict the synergy score measuring deviation from expected non-interaction effect. (1) Drug 1: CS(=O)(=O)CCNCC1=CC=C(O1)C2=CC3=C(C=C2)N=CN=C3NC4=CC(=C(C=C4)OCC5=CC(=CC=C5)F)Cl. Drug 2: C(CCl)NC(=O)N(CCCl)N=O. Cell line: HCT-15. Synergy scores: CSS=-3.28, Synergy_ZIP=-3.43, Synergy_Bliss=-6.68, Synergy_Loewe=-6.24, Synergy_HSA=-5.50. (2) Drug 1: CS(=O)(=O)CCNCC1=CC=C(O1)C2=CC3=C(C=C2)N=CN=C3NC4=CC(=C(C=C4)OCC5=CC(=CC=C5)F)Cl. Drug 2: C(CN)CNCCSP(=O)(O)O. Cell line: HOP-62. Synergy scores: CSS=9.23, Synergy_ZIP=-0.470, Synergy_Bliss=4.66, Synergy_Loewe=-8.15, Synergy_HSA=3.15.